Regression. Given a peptide amino acid sequence and an MHC pseudo amino acid sequence, predict their binding affinity value. This is MHC class I binding data. From a dataset of Peptide-MHC class I binding affinity with 185,985 pairs from IEDB/IMGT. (1) The peptide sequence is KLVYIFEPEK. The MHC is HLA-A11:01 with pseudo-sequence HLA-A11:01. The binding affinity (normalized) is 0.534. (2) The peptide sequence is MYQYIFLSF. The MHC is HLA-A31:01 with pseudo-sequence HLA-A31:01. The binding affinity (normalized) is 0.0847. (3) The peptide sequence is AIKPITDQF. The MHC is HLA-B35:01 with pseudo-sequence HLA-B35:01. The binding affinity (normalized) is 0.0847. (4) The peptide sequence is WEITYLGTT. The MHC is HLA-A26:03 with pseudo-sequence HLA-A26:03. The binding affinity (normalized) is 0.0847. (5) The peptide sequence is RASAGQISV. The MHC is HLA-A02:06 with pseudo-sequence HLA-A02:06. The binding affinity (normalized) is 0.136.